From a dataset of Reaction yield outcomes from USPTO patents with 853,638 reactions. Predict the reaction yield, written as a fraction of the theoretical maximum amount of product (1.0 means a 100% yield; for example, 0.34 means a 34% yield). (1) The reactants are Cl[CH2:2][C:3]([C:5]1[CH:6]=[N:7][C:8]([N:11]2[C:15]([CH3:16])=[CH:14][CH:13]=[C:12]2[CH3:17])=[CH:9][CH:10]=1)=[O:4].[BH4-].[Na+].[OH-].[Na+]. The catalyst is C1COCC1. The product is [CH3:17][C:12]1[N:11]([C:8]2[CH:9]=[CH:10][C:5]([CH:3]3[CH2:2][O:4]3)=[CH:6][N:7]=2)[C:15]([CH3:16])=[CH:14][CH:13]=1. The yield is 0.780. (2) The reactants are [Cl:1][C:2]1[CH:7]=[CH:6][C:5]([C:8]2[C:13]([O:14][CH2:15][CH:16]3[CH2:18][CH2:17]3)=[CH:12][CH:11]=[CH:10][N:9]=2)=[CH:4][CH:3]=1.C(O)(=[O:21])C. The catalyst is O. The product is [Cl:1][C:2]1[CH:7]=[CH:6][C:5]([C:8]2[C:13]([O:14][CH2:15][CH:16]3[CH2:17][CH2:18]3)=[CH:12][CH:11]=[CH:10][N+:9]=2[O-:21])=[CH:4][CH:3]=1. The yield is 0.652. (3) The reactants are [Br:1][C:2]1[CH:7]=[CH:6][C:5]([C:8]([OH:11])([CH3:10])[CH3:9])=[C:4]([F:12])[CH:3]=1.[O:13]1[CH:18]=[CH:17][CH2:16][CH2:15][CH2:14]1.C1(C)C=CC(S([O-])(=O)=O)=CC=1.[NH+]1C=CC=CC=1. The catalyst is ClCCl. The product is [Br:1][C:2]1[CH:7]=[CH:6][C:5]([C:8]([CH3:10])([O:11][CH:14]2[CH2:15][CH2:16][CH2:17][CH2:18][O:13]2)[CH3:9])=[C:4]([F:12])[CH:3]=1. The yield is 0.386.